The task is: Predict the reactants needed to synthesize the given product.. This data is from Full USPTO retrosynthesis dataset with 1.9M reactions from patents (1976-2016). (1) Given the product [CH3:53][C@H:31]1[C@:30]([OH:29])([C:54]([S:56][CH2:57][F:58])=[O:55])[C@:34]2([CH3:52])[C@H:33]([C@H:38]3[C@:37]([F:50])([C@@H:36]([OH:51])[CH2:35]2)[C@:47]2([CH3:48])[C:41](=[CH:42][C:43]([CH:45]=[CH:46]2)=[O:44])[C@@H:40]([F:49])[CH2:39]3)[CH2:32]1, predict the reactants needed to synthesize it. The reactants are: C1C(CN2C(=O)C=CC2=O)CCC(C(ON2C(=O)CCC2=O)=O)C1.CCC([O:29][C@@:30]1([C:54]([S:56][CH2:57][F:58])=[O:55])[C@@:34]2([CH3:52])[CH2:35][C@H:36]([OH:51])[C@:37]3([F:50])[C@:47]4([CH3:48])[C:41](=[CH:42][C:43]([CH:45]=[CH:46]4)=[O:44])[C@@H:40]([F:49])[CH2:39][C@H:38]3[C@@H:33]2[CH2:32][C@H:31]1[CH3:53])=O.[Si](=O)=O.C(O)[C@H]([C@H]([C@@H]([C@@H](CO)O)O)O)O.C(O)[C@@H]1O[C@H](O[C@]2(CCl)O[C@H](CCl)[C@@H](O)[C@@H]2O)[C@@H](O)[C@@H](O)[C@H]1Cl. (2) Given the product [Cl:1][C:2]1[C:11]2[C:6](=[C:7]([CH3:13])[CH:8]=[C:9]([S:22][CH3:23])[CH:10]=2)[N:5]=[N:4][C:3]=1[C:14]([NH2:16])=[O:15], predict the reactants needed to synthesize it. The reactants are: [Cl:1][C:2]1[C:11]2[C:6](=[C:7]([CH3:13])[CH:8]=[C:9](I)[CH:10]=2)[N:5]=[N:4][C:3]=1[C:14]([NH2:16])=[O:15].C([Sn](CCCC)(CCCC)[S:22][CH3:23])CCC. (3) Given the product [ClH:1].[Cl:1][C:2]1[CH:7]=[C:6]([F:8])[C:5]([F:9])=[CH:4][C:3]=1[C:10]1[CH:15]=[CH:14][CH:13]=[C:12]([NH:16][C:17]([C@@H:19]2[CH2:23][C@@H:22]([F:24])[CH2:21][NH:20]2)=[O:18])[C:11]=1[F:32], predict the reactants needed to synthesize it. The reactants are: [Cl:1][C:2]1[CH:7]=[C:6]([F:8])[C:5]([F:9])=[CH:4][C:3]=1[C:10]1[CH:15]=[CH:14][CH:13]=[C:12]([NH:16][C:17]([C@@H:19]2[CH2:23][C@@H:22]([F:24])[CH2:21][N:20]2C(OC(C)(C)C)=O)=[O:18])[C:11]=1[F:32]. (4) Given the product [NH2:46][C:41]1[N:40]=[CH:39][C:38]2[C:43](=[CH:44][CH:45]=[C:36]([C:15]3[CH:14]=[C:13]([C:12]([N:11]4[C:9]5[C:8](=[CH:7][CH:6]=[C:5]([C:1]([CH3:3])([CH3:2])[CH3:4])[CH:10]=5)[NH:30][C:31](=[O:34])[CH2:32]4)=[O:29])[CH:18]=[CH:17][C:16]=3[CH3:19])[CH:37]=2)[N:42]=1, predict the reactants needed to synthesize it. The reactants are: [C:1]([C:5]1[CH:6]=[CH:7][C:8]([NH:30][C:31](=[O:34])[CH2:32]Cl)=[C:9]([NH:11][C:12](=[O:29])[C:13]2[CH:18]=[CH:17][C:16]([CH3:19])=[C:15](B3OC(C)(C)C(C)(C)O3)[CH:14]=2)[CH:10]=1)([CH3:4])([CH3:3])[CH3:2].Br[C:36]1[CH:37]=[C:38]2[C:43](=[CH:44][CH:45]=1)[N:42]=[C:41]([NH2:46])[N:40]=[CH:39]2.C(=O)([O-])[O-].[K+].[K+].CN(C=O)C. (5) Given the product [C:13]([C:10]1([NH:9][S:5]([C:2]([CH3:4])([CH3:3])[CH3:1])=[O:6])[CH2:12][CH2:11]1)#[N:14], predict the reactants needed to synthesize it. The reactants are: [CH3:1][C:2]([S:5](Cl)=[O:6])([CH3:4])[CH3:3].Cl.[NH2:9][C:10]1([C:13]#[N:14])[CH2:12][CH2:11]1.C(N(C(C)C)C(C)C)C. (6) The reactants are: [F:1][C:2]1[CH:3]=[C:4]([CH:33]=[CH:34][CH:35]=1)[CH2:5][N:6]1[C:14]2[C:9](=[CH:10][C:11]([NH:15][C:16]3[C:25]4[C:20](=[CH:21][CH:22]=[CH:23][C:24]=4[O:26][C@@H:27]([CH3:32])[C:28]([O:30]C)=O)[N:19]=[CH:18][N:17]=3)=[CH:12][CH:13]=2)[CH:8]=[N:7]1.[CH3:36][NH:37][CH3:38]. Given the product [F:1][C:2]1[CH:3]=[C:4]([CH:33]=[CH:34][CH:35]=1)[CH2:5][N:6]1[C:14]2[C:9](=[CH:10][C:11]([NH:15][C:16]3[C:25]4[C:20](=[CH:21][CH:22]=[CH:23][C:24]=4[O:26][C@@H:27]([CH3:32])[C:28]([N:37]([CH3:38])[CH3:36])=[O:30])[N:19]=[CH:18][N:17]=3)=[CH:12][CH:13]=2)[CH:8]=[N:7]1, predict the reactants needed to synthesize it. (7) Given the product [C:35]1(=[O:41])[NH:34][C:38](=[O:39])[CH:37]=[CH:36]1.[C:5]([OH:10])(=[O:11])/[CH:6]=[CH:7]\[C:8]([OH:19])=[O:9], predict the reactants needed to synthesize it. The reactants are: CC(=C)C.[C:5]1(=[O:11])[O:10][C:8](=[O:9])[CH:7]=[CH:6]1.NC1C=CC=CC=1[OH:19].C1(=O)OC(=O)C=C1.OC1C=CC=CC=1[NH:34][C:35](=[O:41])/[CH:36]=[CH:37]\[C:38](O)=[O:39].